Regression. Given a peptide amino acid sequence and an MHC pseudo amino acid sequence, predict their binding affinity value. This is MHC class I binding data. From a dataset of Peptide-MHC class I binding affinity with 185,985 pairs from IEDB/IMGT. (1) The peptide sequence is FYLCFLAFL. The MHC is HLA-A26:01 with pseudo-sequence HLA-A26:01. The binding affinity (normalized) is 0.00451. (2) The peptide sequence is VSDFRKEFY. The MHC is HLA-A02:03 with pseudo-sequence HLA-A02:03. The binding affinity (normalized) is 0.0847.